Task: Predict the product of the given reaction.. Dataset: Forward reaction prediction with 1.9M reactions from USPTO patents (1976-2016) (1) Given the reactants [Cl:1][C:2]1[C:7]([O:8][CH3:9])=[C:6]([N+:10]([O-:12])=[O:11])[CH:5]=[CH:4][C:3]=1[CH2:13]O.P(Br)(Br)[Br:16].C([O-])(O)=O.[Na+], predict the reaction product. The product is: [Br:16][CH2:13][C:3]1[CH:4]=[CH:5][C:6]([N+:10]([O-:12])=[O:11])=[C:7]([O:8][CH3:9])[C:2]=1[Cl:1]. (2) The product is: [Cl:1][C:2]1[CH:7]=[C:6]([F:8])[CH:5]=[CH:4][C:3]=1[S:9]([NH:12][CH2:13][CH2:14][CH2:15][NH:16][C:17]([C@@H:19]([NH:24][C:25]([C:27]1[C:28]2[CH2:29][CH2:30][NH:31][CH2:32][C:33]=2[CH:34]=[CH:35][CH:36]=1)=[O:26])[CH2:20][CH:21]([CH3:23])[CH3:22])=[O:18])(=[O:11])=[O:10]. Given the reactants [Cl:1][C:2]1[CH:7]=[C:6]([F:8])[CH:5]=[CH:4][C:3]=1[S:9]([NH:12][CH2:13][CH2:14][CH2:15][NH:16][C:17]([C@@H:19]([NH:24][C:25]([C:27]1[CH:36]=[CH:35][CH:34]=[C:33]2[C:28]=1[CH2:29][CH2:30][N:31](C(OC(C)(C)C)=O)[CH2:32]2)=[O:26])[CH2:20][CH:21]([CH3:23])[CH3:22])=[O:18])(=[O:11])=[O:10].Cl, predict the reaction product. (3) The product is: [CH:1]1([CH2:6][C@@H:7]([C:8]([NH:39][NH:38][C:35]2[C:36]([F:37])=[C:31]([N:26]3[CH2:27][CH2:28][N:29]([CH3:30])[C@@H:24]([CH3:23])[CH2:25]3)[N:32]=[C:33]([CH3:40])[N:34]=2)=[O:10])[CH2:11][N:12]([O:13][CH2:14][C:15]2[CH:20]=[CH:19][CH:18]=[CH:17][CH:16]=2)[CH:21]=[O:22])[CH2:2][CH2:3][CH2:4][CH2:5]1. Given the reactants [CH:1]1([CH2:6][C@H:7]([CH2:11][N:12]([CH:21]=[O:22])[O:13][CH2:14][C:15]2[CH:20]=[CH:19][CH:18]=[CH:17][CH:16]=2)[C:8]([OH:10])=O)[CH2:5][CH2:4][CH2:3][CH2:2]1.[CH3:23][C@@H:24]1[N:29]([CH3:30])[CH2:28][CH2:27][N:26]([C:31]2[C:36]([F:37])=[C:35]([NH:38][NH2:39])[N:34]=[C:33]([CH3:40])[N:32]=2)[CH2:25]1.CN1CCOCC1.C1C=NC2N(O)N=NC=2C=1.C(Cl)CCl, predict the reaction product.